Task: Predict the reactants needed to synthesize the given product.. Dataset: Full USPTO retrosynthesis dataset with 1.9M reactions from patents (1976-2016) Given the product [CH:1]1([C:7]2[C:15]3[C:10](=[CH:11][CH:12]=[C:13]([NH:16][C:19]4[N:28]=[CH:27][C:26]([CH:29]5[CH2:31][CH2:30]5)=[CH:25][C:20]=4[C:21]([O:23][CH3:24])=[O:22])[CH:14]=3)[N:9]([CH3:17])[CH:8]=2)[CH2:2][CH2:3][CH2:4][CH2:5][CH2:6]1, predict the reactants needed to synthesize it. The reactants are: [CH:1]1([C:7]2[C:15]3[C:10](=[CH:11][CH:12]=[C:13]([NH2:16])[CH:14]=3)[N:9]([CH3:17])[CH:8]=2)[CH2:6][CH2:5][CH2:4][CH2:3][CH2:2]1.Cl[C:19]1[N:28]=[CH:27][C:26]([CH:29]2[CH2:31][CH2:30]2)=[CH:25][C:20]=1[C:21]([O:23][CH3:24])=[O:22].C(=O)([O-])[O-].[Cs+].[Cs+].